This data is from Forward reaction prediction with 1.9M reactions from USPTO patents (1976-2016). The task is: Predict the product of the given reaction. (1) Given the reactants Cl.[NH2:2][CH:3]1[CH2:8][CH2:7][N:6]([C:9]2[CH:10]=[C:11]([CH:15]=[C:16]([Cl:18])[N:17]=2)[C:12]([NH2:14])=[O:13])[CH2:5][CH2:4]1.[Cl:19][C:20]1[C:24]([Cl:25])=[C:23]([CH2:26][CH3:27])[NH:22][C:21]=1[C:28](O)=[O:29], predict the reaction product. The product is: [Cl:18][C:16]1[CH:15]=[C:11]([CH:10]=[C:9]([N:6]2[CH2:5][CH2:4][CH:3]([NH:2][C:28]([C:21]3[NH:22][C:23]([CH2:26][CH3:27])=[C:24]([Cl:25])[C:20]=3[Cl:19])=[O:29])[CH2:8][CH2:7]2)[N:17]=1)[C:12]([NH2:14])=[O:13]. (2) Given the reactants F[C:2]1[CH:26]=[CH:25][C:24]([C:27]([F:30])([F:29])[F:28])=[CH:23][C:3]=1[C:4](/[N:6]=[C:7]1/[N:8]([CH2:17][C@H:18]2[CH2:22][CH2:21][CH2:20][O:19]2)[N:9]([CH3:16])[C:10]([C:12]2([CH3:15])[CH2:14][CH2:13]2)=[CH:11]/1)=[O:5].[CH3:31][C:32]([OH:37])([CH3:36])[CH2:33][CH2:34][OH:35].CC([O-])(C)C.[Na+], predict the reaction product. The product is: [OH:37][C:32]([CH3:36])([CH3:31])[CH2:33][CH2:34][O:35][C:2]1[CH:26]=[CH:25][C:24]([C:27]([F:29])([F:30])[F:28])=[CH:23][C:3]=1[C:4](/[N:6]=[C:7]1/[N:8]([CH2:17][C@H:18]2[CH2:22][CH2:21][CH2:20][O:19]2)[N:9]([CH3:16])[C:10]([C:12]2([CH3:15])[CH2:13][CH2:14]2)=[CH:11]/1)=[O:5]. (3) Given the reactants [OH:1][CH2:2][C:3]1[C:4]2[N:5]([N:11]=[C:12]([C:14]([F:20])([F:19])[C:15]([F:18])([F:17])[F:16])[CH:13]=2)[C:6]([O:9][CH3:10])=[CH:7][CH:8]=1, predict the reaction product. The product is: [CH3:10][O:9][C:6]1[N:5]2[N:11]=[C:12]([C:14]([F:20])([F:19])[C:15]([F:16])([F:17])[F:18])[CH:13]=[C:4]2[C:3]([CH:2]=[O:1])=[CH:8][CH:7]=1. (4) Given the reactants Cl.N1C=[CH:6][CH:5]=[CH:4][CH:3]=1.C(OC)(OC)(OC)CCC.[NH2:18][C:19]1[C:20]2[N:21]([N:36]=[N:37][N:38]=2)[C:22]([CH3:35])=[C:23]([CH3:34])[C:24]=1[NH:25][CH2:26][CH2:27][CH2:28][C:29]([O:31][CH2:32][CH3:33])=[O:30], predict the reaction product. The product is: [CH3:35][C:22]1[N:21]2[N:36]=[N:37][N:38]=[C:20]2[C:19]2[N:18]=[C:3]([CH2:4][CH2:5][CH3:6])[N:25]([CH2:26][CH2:27][CH2:28][C:29]([O:31][CH2:32][CH3:33])=[O:30])[C:24]=2[C:23]=1[CH3:34]. (5) The product is: [F:1][C:2]1[CH:26]=[CH:25][C:5]([CH2:6][C:7]2[CH:8]=[C:9]([CH:20]=[CH:21][C:22]=2[O:23][CH3:24])[CH2:10][C:11]2[C:12]([CH3:19])=[CH:13][C:14]([NH:15][C:34](=[O:35])[C:36]([O:38][CH2:39][CH3:40])=[O:37])=[CH:16][C:17]=2[CH3:18])=[CH:4][CH:3]=1. Given the reactants [F:1][C:2]1[CH:26]=[CH:25][C:5]([CH2:6][C:7]2[CH:8]=[C:9]([CH:20]=[CH:21][C:22]=2[O:23][CH3:24])[CH2:10][C:11]2[C:17]([CH3:18])=[CH:16][C:14]([NH2:15])=[CH:13][C:12]=2[CH3:19])=[CH:4][CH:3]=1.C(N(CC)CC)C.[C:34](Cl)([C:36]([O:38][CH2:39][CH3:40])=[O:37])=[O:35].C([O-])(O)=O.[Na+].[Na+].[Cl-], predict the reaction product. (6) Given the reactants [C:1]([C:3]1[CH:4]=[C:5]([C:17]2[N:22]=[CH:21][N:20]=[C:19]([NH:23][C:24]3[C:25]([C:30](OC)=[O:31])=[N:26][N:27]([CH3:29])[CH:28]=3)[N:18]=2)[CH:6]=[CH:7][C:8]=1[O:9][C@H:10]1[CH2:15][CH2:14][NH:13][CH2:12][C@H:11]1[F:16])#[N:2].[H-].[Al+3].[Li+].[H-].[H-].[H-], predict the reaction product. The product is: [F:16][C@H:11]1[C@@H:10]([O:9][C:8]2[CH:7]=[CH:6][C:5]([C:17]3[N:18]=[C:19]([NH:23][C:24]4[C:25]([CH2:30][OH:31])=[N:26][N:27]([CH3:29])[CH:28]=4)[N:20]=[CH:21][N:22]=3)=[CH:4][C:3]=2[C:1]#[N:2])[CH2:15][CH2:14][NH:13][CH2:12]1.